Dataset: Reaction yield outcomes from USPTO patents with 853,638 reactions. Task: Predict the reaction yield, written as a fraction of the theoretical maximum amount of product (1.0 means a 100% yield; for example, 0.34 means a 34% yield). (1) The reactants are [CH2:1]([C@H:8]1[CH2:12][O:11][C:10](=[O:13])[N:9]1[C:14](=[O:24])[CH2:15][C:16]1[CH:21]=[CH:20][C:19]([Br:22])=[CH:18][C:17]=1[F:23])[C:2]1[CH:7]=[CH:6][CH:5]=[CH:4][CH:3]=1.CI.[CH3:27][Si]([N-][Si](C)(C)C)(C)C.[Na+]. The catalyst is C1COCC1.S(=O)(=O)(O)[O-].[Na+]. The product is [CH2:1]([C@H:8]1[CH2:12][O:11][C:10](=[O:13])[N:9]1[C:14](=[O:24])[C@H:15]([C:16]1[CH:21]=[CH:20][C:19]([Br:22])=[CH:18][C:17]=1[F:23])[CH3:27])[C:2]1[CH:3]=[CH:4][CH:5]=[CH:6][CH:7]=1. The yield is 0.450. (2) The reactants are [F:1][C:2]1[CH:6]=[N:5][N:4]([CH3:7])[C:3]=1[C:8]1[CH:9]=[C:10]([NH2:16])[CH:11]=[CH:12][C:13]=1[O:14][CH3:15].[C:17]([C:20]1[CH:21]=[C:22]([N:26]=[C:27]=[O:28])[CH:23]=[CH:24][CH:25]=1)(=[O:19])[CH3:18]. No catalyst specified. The product is [C:17]([C:20]1[CH:21]=[C:22]([NH:26][C:27]([NH:16][C:10]2[CH:11]=[CH:12][C:13]([O:14][CH3:15])=[C:8]([C:3]3[N:4]([CH3:7])[N:5]=[CH:6][C:2]=3[F:1])[CH:9]=2)=[O:28])[CH:23]=[CH:24][CH:25]=1)(=[O:19])[CH3:18]. The yield is 0.530. (3) The catalyst is CO. The product is [C:3]([C:7]1[N:11]([C:12]2[CH:17]=[CH:16][C:15]([Cl:18])=[C:14]([C:19]([F:20])([F:22])[F:21])[CH:13]=2)[N:10]=[CH:9][C:8]=1[C:23]([OH:25])=[O:24])([CH3:6])([CH3:4])[CH3:5]. The yield is 0.830. The reactants are [OH-].[Na+].[C:3]([C:7]1[N:11]([C:12]2[CH:17]=[CH:16][C:15]([Cl:18])=[C:14]([C:19]([F:22])([F:21])[F:20])[CH:13]=2)[N:10]=[CH:9][C:8]=1[C:23]([O:25]CC)=[O:24])([CH3:6])([CH3:5])[CH3:4]. (4) The product is [Cl:1][C:2]1[N:3]=[N:4][C:5]([CH2:8][CH3:9])=[CH:6][CH:7]=1. The catalyst is [Pd].C(OCC)(=O)C. The reactants are [Cl:1][C:2]1[N:3]=[N:4][C:5]([CH:8]=[CH2:9])=[CH:6][CH:7]=1. The yield is 0.630. (5) The reactants are [CH2:1]([O:3][C:4]1[CH:17]=[CH:16][C:7](/[CH:8]=[C:9]2/[C:10](=[O:15])[NH:11][C:12](=[O:14])[S:13]/2)=[CH:6][CH:5]=1)[CH3:2].[C:18]([NH:37]CCO)(C1C=CC=CC=1)(C1C=CC=CC=1)[C:19]1C=CC=CC=1.C1(P(C2C=CC=CC=2)C2C=CC=CC=2)C=CC=CC=1.CC(OC(/N=N/C(OC(C)C)=O)=O)C. The catalyst is C1COCC1.C(OCC)(=O)C. The product is [NH2:37][CH2:18][CH2:19][N:11]1[C:10](=[O:15])/[C:9](=[CH:8]/[C:7]2[CH:16]=[CH:17][C:4]([O:3][CH2:1][CH3:2])=[CH:5][CH:6]=2)/[S:13][C:12]1=[O:14]. The yield is 0.750. (6) The reactants are [H-].[Na+].[NH2:3][C@H:4]1[CH2:9][CH2:8][C@H:7]([OH:10])[CH2:6][CH2:5]1.F[C:12]1[CH:13]=[CH:14][C:15]2[N:16]([C:18]([N:21]3[CH2:26][CH2:25][CH2:24][CH2:23][C@@H:22]3[CH3:27])=[N:19][N:20]=2)[CH:17]=1.[CH3:28]N(C=O)C. No catalyst specified. The product is [CH3:27][C@H:22]1[CH2:23][CH2:24][CH2:25][C@@H:26]([CH3:28])[N:21]1[C:18]1[N:16]2[CH:17]=[C:12]([O:10][CH:7]3[CH2:8][CH2:9][CH:4]([NH2:3])[CH2:5][CH2:6]3)[CH:13]=[CH:14][C:15]2=[N:20][N:19]=1. The yield is 0.270.